From a dataset of Peptide-MHC class I binding affinity with 185,985 pairs from IEDB/IMGT. Regression. Given a peptide amino acid sequence and an MHC pseudo amino acid sequence, predict their binding affinity value. This is MHC class I binding data. (1) The peptide sequence is VQYENLKYSV. The MHC is HLA-A02:06 with pseudo-sequence HLA-A02:06. The binding affinity (normalized) is 0.682. (2) The peptide sequence is VPRRKAKII. The MHC is HLA-A30:01 with pseudo-sequence HLA-A30:01. The binding affinity (normalized) is 0. (3) The peptide sequence is EPHQLAETI. The binding affinity (normalized) is 0.266. The MHC is HLA-B07:02 with pseudo-sequence HLA-B07:02.